This data is from Reaction yield outcomes from USPTO patents with 853,638 reactions. The task is: Predict the reaction yield, written as a fraction of the theoretical maximum amount of product (1.0 means a 100% yield; for example, 0.34 means a 34% yield). (1) The reactants are C[Al](C)C.[CH3:5][C:6]1[CH:7]=[CH:8][C:9]([NH2:12])=[N:10][CH:11]=1.[Si:13]([O:30][CH2:31][CH2:32][O:33][CH2:34][C@H:35]([OH:40])[C:36](OC)=[O:37])([C:26]([CH3:29])([CH3:28])[CH3:27])([C:20]1[CH:25]=[CH:24][CH:23]=[CH:22][CH:21]=1)[C:14]1[CH:19]=[CH:18][CH:17]=[CH:16][CH:15]=1. The catalyst is C1(C)C=CC=CC=1. The product is [Si:13]([O:30][CH2:31][CH2:32][O:33][CH2:34][C@H:35]([OH:40])[C:36]([NH:12][C:9]1[CH:8]=[CH:7][C:6]([CH3:5])=[CH:11][N:10]=1)=[O:37])([C:26]([CH3:29])([CH3:27])[CH3:28])([C:20]1[CH:25]=[CH:24][CH:23]=[CH:22][CH:21]=1)[C:14]1[CH:15]=[CH:16][CH:17]=[CH:18][CH:19]=1. The yield is 0.760. (2) The reactants are C(OC([NH:8][C:9]1[CH:14]=[CH:13][C:12]([C:15]2[CH:20]=[CH:19][C:18]([NH:21][C:22]([C:24]3[CH:29]=[C:28]([N+:30]([O-:32])=[O:31])[CH:27]=[CH:26][C:25]=3[Cl:33])=[O:23])=[CH:17][CH:16]=2)=[CH:11][CH:10]=1)=O)(C)(C)C. The catalyst is Cl.O1CCOCC1.C(OCC)C. The product is [ClH:33].[NH2:8][C:9]1[CH:10]=[CH:11][C:12]([C:15]2[CH:16]=[CH:17][C:18]([NH:21][C:22]([C:24]3[CH:29]=[C:28]([N+:30]([O-:32])=[O:31])[CH:27]=[CH:26][C:25]=3[Cl:33])=[O:23])=[CH:19][CH:20]=2)=[CH:13][CH:14]=1. The yield is 0.760. (3) The reactants are CS(C)=O.[F:5][C:6]1[CH:7]=[C:8]([CH:17]=[CH:18][C:19]=1/[CH:20]=[CH:21]/[N+:22]([O-:24])=[O:23])[O:9][CH2:10][C:11]1[CH:16]=[CH:15][CH:14]=[CH:13][N:12]=1.C(O)(=O)C.[BH4-].[Na+]. The catalyst is O. The product is [F:5][C:6]1[CH:7]=[C:8]([CH:17]=[CH:18][C:19]=1[CH2:20][CH2:21][N+:22]([O-:24])=[O:23])[O:9][CH2:10][C:11]1[CH:16]=[CH:15][CH:14]=[CH:13][N:12]=1. The yield is 0.507. (4) The reactants are [CH:1]([S:4]([C:7]1[CH:12]=[CH:11][C:10]([C:13]2[N:14]=[C:15]3[CH:21]=[CH:20][NH:19][C:16]3=[N:17][CH:18]=2)=[CH:9][CH:8]=1)(=[O:6])=[O:5])([CH3:3])[CH3:2].[I:22]Cl.C(Cl)Cl. The catalyst is N1C=CC=CC=1. The product is [I:22][C:21]1[C:15]2[C:16](=[N:17][CH:18]=[C:13]([C:10]3[CH:9]=[CH:8][C:7]([S:4]([CH:1]([CH3:3])[CH3:2])(=[O:6])=[O:5])=[CH:12][CH:11]=3)[N:14]=2)[NH:19][CH:20]=1. The yield is 0.870.